From a dataset of Reaction yield outcomes from USPTO patents with 853,638 reactions. Predict the reaction yield, written as a fraction of the theoretical maximum amount of product (1.0 means a 100% yield; for example, 0.34 means a 34% yield). (1) The reactants are CON(C)[C:4]([CH:6]1[CH2:9][N:8]([C:10]([O:12][C:13]([CH3:16])([CH3:15])[CH3:14])=[O:11])[CH2:7]1)=[O:5].[C:18]1([Mg]Br)[CH:23]=[CH:22][CH:21]=[CH:20][CH:19]=1. The catalyst is O1CCCC1.[NH4+].[Cl-]. The product is [C:4]([CH:6]1[CH2:7][N:8]([C:10]([O:12][C:13]([CH3:14])([CH3:15])[CH3:16])=[O:11])[CH2:9]1)(=[O:5])[C:18]1[CH:23]=[CH:22][CH:21]=[CH:20][CH:19]=1. The yield is 0.730. (2) The yield is 0.620. The product is [Br:17][CH2:8][C:7]1[N:6]([CH3:9])[N:5]([C:10]2[CH:11]=[CH:12][CH:13]=[CH:14][CH:15]=2)[C:4](=[O:16])[C:3]=1[CH2:1][CH3:2]. The reactants are [CH2:1]([C:3]1[C:4](=[O:16])[N:5]([C:10]2[CH:15]=[CH:14][CH:13]=[CH:12][CH:11]=2)[N:6]([CH3:9])[C:7]=1[CH3:8])[CH3:2].[Br:17]N1C(=O)CCC1=O. The catalyst is C(Cl)(Cl)(Cl)Cl. (3) The reactants are [C:1]([O:5][CH:6]([C:11]1[N:16]([CH3:17])[C:15](=[O:18])[C:14]2[N:19]([CH2:22][C:23]3[CH:28]=[CH:27][C:26]([Cl:29])=[C:25]([F:30])[CH:24]=3)[CH:20]=[CH:21][C:13]=2[C:12]=1[C:31]1[CH:36]=[CH:35][C:34]([CH3:37])=[CH:33][CH:32]=1)[C:7]([O:9]C)=[O:8])([CH3:4])([CH3:3])[CH3:2].[Li+].[OH-]. The catalyst is CO.O1CCCC1. The product is [C:1]([O:5][CH:6]([C:11]1[N:16]([CH3:17])[C:15](=[O:18])[C:14]2[N:19]([CH2:22][C:23]3[CH:28]=[CH:27][C:26]([Cl:29])=[C:25]([F:30])[CH:24]=3)[CH:20]=[CH:21][C:13]=2[C:12]=1[C:31]1[CH:32]=[CH:33][C:34]([CH3:37])=[CH:35][CH:36]=1)[C:7]([OH:9])=[O:8])([CH3:4])([CH3:3])[CH3:2]. The yield is 0.409.